Dataset: Forward reaction prediction with 1.9M reactions from USPTO patents (1976-2016). Task: Predict the product of the given reaction. (1) The product is: [OH:29][CH2:28][C:25]1[S:24][C:23]([C:5]2[N:4]([CH2:3][O:2][CH3:1])[C:12]3[C:7]([CH:6]=2)=[CH:8][CH:9]=[CH:10][C:11]=3[N:13]([CH3:22])[S:14]([C:17]2[S:18][CH:19]=[CH:20][CH:21]=2)(=[O:16])=[O:15])=[N:27][CH:26]=1. Given the reactants [CH3:1][O:2][CH2:3][N:4]1[C:12]2[C:7](=[CH:8][CH:9]=[CH:10][C:11]=2[N:13]([CH3:22])[S:14]([C:17]2[S:18][CH:19]=[CH:20][CH:21]=2)(=[O:16])=[O:15])[CH:6]=[C:5]1[C:23]1[S:24][C:25]([C:28](OCC)=[O:29])=[CH:26][N:27]=1.O1CCCC1.[H-].[Al+3].[Li+].[H-].[H-].[H-].[Cl-].[NH4+], predict the reaction product. (2) Given the reactants [ClH:1].[F:2][C:3]1[CH:12]=[C:11]([F:13])[CH:10]=[C:9]2[C:4]=1[CH2:5][CH2:6][C@H:7]([NH2:14])[CH2:8]2.[Si](O[CH2:23][C:24](=O)[CH2:25][CH2:26][CH2:27][N:28]1C(=O)C2C(=CC=CC=2)C1=O)(C(C)(C)C)(C)C.[S-:40][C:41]#[N:42].[K+].C(O)(=O)C.[BH4-].[Na+], predict the reaction product. The product is: [ClH:1].[NH2:28][CH2:27][CH2:26][CH2:25][C:24]1[N:14]([C@H:7]2[CH2:6][CH2:5][C:4]3[C:9](=[CH:10][C:11]([F:13])=[CH:12][C:3]=3[F:2])[CH2:8]2)[C:41](=[S:40])[NH:42][CH:23]=1.